Dataset: Forward reaction prediction with 1.9M reactions from USPTO patents (1976-2016). Task: Predict the product of the given reaction. (1) Given the reactants [CH3:1][O:2][CH:3]([O:16][CH3:17])[C:4]1[C:13]([CH:14]=[O:15])=[CH:12][C:11]2[CH2:10][CH2:9][CH2:8][NH:7][C:6]=2[N:5]=1.[C:18]([C:20]1[C:21]([O:36][C@H:37]([CH3:41])[CH2:38][O:39][CH3:40])=[CH:22][C:23]([NH:26][C:27](=O)[O:28]C2C=CC=CC=2)=[N:24][CH:25]=1)#[N:19], predict the reaction product. The product is: [C:18]([C:20]1[C:21]([O:36][C@H:37]([CH3:41])[CH2:38][O:39][CH3:40])=[CH:22][C:23]([NH:26][C:27]([N:7]2[C:6]3[C:11](=[CH:12][C:13]([CH:14]=[O:15])=[C:4]([CH:3]([O:2][CH3:1])[O:16][CH3:17])[N:5]=3)[CH2:10][CH2:9][CH2:8]2)=[O:28])=[N:24][CH:25]=1)#[N:19]. (2) Given the reactants [F:1][C:2]1[CH:3]=[N:4][C:5]([N:8]2[C:16]3[CH2:15][C@H:14]([CH3:17])[N:13]([C:18]([C:20]4[CH:25]=[CH:24]C=[C:22]([C:26]([F:29])([F:28])[F:27])[C:21]=4[F:30])=[O:19])[CH2:12][C:11]=3[N:10]=[N:9]2)=[N:6][CH:7]=1.[N:31]1C=CC=NC=1N1C2CCNCC=2N=N1.FC1C(C(F)(F)F)=NC=CC=1C(O)=O.ClC1C(C(F)(F)F)=CC=CC=1C(O)=O.CCN(C(C)C)C(C)C, predict the reaction product. The product is: [F:30][C:21]1[C:22]([C:26]([F:27])([F:29])[F:28])=[N:31][CH:24]=[CH:25][C:20]=1[C:18]([N:13]1[C@@H:14]([CH3:17])[CH2:15][C:16]2[N:8]([C:5]3[N:4]=[CH:3][C:2]([F:1])=[CH:7][N:6]=3)[N:9]=[N:10][C:11]=2[CH2:12]1)=[O:19].